This data is from Forward reaction prediction with 1.9M reactions from USPTO patents (1976-2016). The task is: Predict the product of the given reaction. (1) Given the reactants [CH:1]([O:4][C:5]1[CH:13]=[CH:12][CH:11]=[C:10]2[C:6]=1[C:7]([C:18]([OH:20])=O)=[CH:8][N:9]2[CH2:14][CH2:15][O:16][CH3:17])([CH3:3])[CH3:2].Cl.[F:22][C:23]([F:42])([F:41])[C:24]([NH:26][CH2:27][C:28]1[CH:33]=[CH:32][C:31]([F:34])=[C:30]([CH:35]2[CH2:40][CH2:39][NH:38][CH2:37][CH2:36]2)[CH:29]=1)=[O:25], predict the reaction product. The product is: [F:41][C:23]([F:22])([F:42])[C:24]([NH:26][CH2:27][C:28]1[CH:33]=[CH:32][C:31]([F:34])=[C:30]([CH:35]2[CH2:40][CH2:39][N:38]([C:18]([C:7]3[C:6]4[C:10](=[CH:11][CH:12]=[CH:13][C:5]=4[O:4][CH:1]([CH3:2])[CH3:3])[N:9]([CH2:14][CH2:15][O:16][CH3:17])[CH:8]=3)=[O:20])[CH2:37][CH2:36]2)[CH:29]=1)=[O:25]. (2) Given the reactants [N:1]1([C:7]([O:9][CH2:10][C:11]2[CH:16]=[CH:15][CH:14]=[CH:13][CH:12]=2)=[O:8])[CH2:6][CH2:5][NH:4][CH2:3][CH2:2]1.C(Cl)CCl.[CH3:21][C:22]([O:25][C:26]([NH:28][C@H:29]([C:34](O)=[O:35])[CH2:30][CH:31]([CH3:33])[CH3:32])=[O:27])([CH3:24])[CH3:23].CN1CCOCC1, predict the reaction product. The product is: [CH3:23][C:22]([O:25][C:26]([NH:28][C@H:29]([C:34]([N:4]1[CH2:5][CH2:6][N:1]([C:7]([O:9][CH2:10][C:11]2[CH:16]=[CH:15][CH:14]=[CH:13][CH:12]=2)=[O:8])[CH2:2][CH2:3]1)=[O:35])[CH2:30][CH:31]([CH3:32])[CH3:33])=[O:27])([CH3:21])[CH3:24].